Dataset: Forward reaction prediction with 1.9M reactions from USPTO patents (1976-2016). Task: Predict the product of the given reaction. (1) Given the reactants [CH3:1][C:2]1[CH:7]=[C:6]([NH:8][C:9]2[CH:14]=[CH:13][C:12]([S:15]([F:20])([F:19])([F:18])([F:17])[F:16])=[CH:11][CH:10]=2)[N:5]2[N:21]=[C:22](S(C)(=O)=O)[N:23]=[C:4]2[N:3]=1.[O-:28][CH2:29][CH3:30].[Na+], predict the reaction product. The product is: [CH2:29]([O:28][C:22]1[N:23]=[C:4]2[N:3]=[C:2]([CH3:1])[CH:7]=[C:6]([NH:8][C:9]3[CH:14]=[CH:13][C:12]([S:15]([F:19])([F:18])([F:16])([F:17])[F:20])=[CH:11][CH:10]=3)[N:5]2[N:21]=1)[CH3:30]. (2) Given the reactants [NH2:1][CH2:2][CH:3]1[CH2:8][CH2:7][N:6]([C:9]([O:11][CH2:12][C:13]2[CH:18]=[CH:17][C:16]([CH3:19])=[CH:15][CH:14]=2)=[O:10])[CH2:5][CH2:4]1.Cl[C:21]1[N:26]=[CH:25][CH:24]=[CH:23][N:22]=1, predict the reaction product. The product is: [N:22]1[CH:23]=[CH:24][CH:25]=[N:26][C:21]=1[NH:1][CH2:2][CH:3]1[CH2:8][CH2:7][N:6]([C:9]([O:11][CH2:12][C:13]2[CH:14]=[CH:15][C:16]([CH3:19])=[CH:17][CH:18]=2)=[O:10])[CH2:5][CH2:4]1.